Dataset: Reaction yield outcomes from USPTO patents with 853,638 reactions. Task: Predict the reaction yield, written as a fraction of the theoretical maximum amount of product (1.0 means a 100% yield; for example, 0.34 means a 34% yield). (1) The reactants are [F:1][C:2]1[CH:7]=[C:6]([N:8]2[CH2:12][CH:11]([CH2:13][NH:14][C:15](=[O:17])[CH3:16])[O:10][C:9]2=[O:18])[CH:5]=[CH:4][C:3]=1[C:19]1[CH:24]=[CH:23][C:22]([CH2:25][OH:26])=[CH:21][CH:20]=1.C(N(CC)CC)C.[CH3:34][S:35](Cl)(=[O:37])=[O:36].O. The catalyst is C(Cl)Cl. The product is [C:15]([NH:14][CH2:13][CH:11]1[O:10][C:9](=[O:18])[N:8]([C:6]2[CH:5]=[CH:4][C:3]([C:19]3[CH:24]=[CH:23][C:22]([CH2:25][O:26][S:35]([CH3:34])(=[O:37])=[O:36])=[CH:21][CH:20]=3)=[C:2]([F:1])[CH:7]=2)[CH2:12]1)(=[O:17])[CH3:16]. The yield is 0.780. (2) The reactants are [NH2:1][C:2]1[N:6]([CH3:7])[N:5]=[C:4]([CH:8]2[CH2:12][CH2:11][N:10]([C:13]([O:15][CH2:16][C:17]3[CH:22]=[CH:21][CH:20]=[CH:19][CH:18]=3)=[O:14])[CH2:9]2)[CH:3]=1.[C:23]1(=O)[CH2:28][CH2:27][CH2:26][CH2:25][CH2:24]1. The catalyst is C(O)(=O)C. The product is [NH2:1][C:2]1[N:6]([CH3:7])[N:5]=[C:4]([CH:8]2[CH2:12][CH2:11][N:10]([C:13]([O:15][CH2:16][C:17]3[CH:18]=[CH:19][CH:20]=[CH:21][CH:22]=3)=[O:14])[CH2:9]2)[C:3]=1[C:23]1[CH2:28][CH2:27][CH2:26][CH2:25][CH:24]=1. The yield is 0.530. (3) The yield is 0.790. The catalyst is COCCOC.C1C=CC(P(C2C=CC=CC=2)[C-]2C=CC=C2)=CC=1.C1C=CC(P(C2C=CC=CC=2)[C-]2C=CC=C2)=CC=1.Cl[Pd]Cl.[Fe+2].C(Cl)Cl. The reactants are FC(F)(F)S(O[C:7]1[CH:12]=[CH:11][C:10]([F:13])=[C:9]([NH:14][CH2:15][C:16]2([C:22]#[N:23])[CH2:21][CH2:20][O:19][CH2:18][CH2:17]2)[N:8]=1)(=O)=O.[Cl:26][C:27]1[C:28](B(O)O)=[CH:29][C:30]([F:33])=[N:31][CH:32]=1.C(=O)([O-])[O-].[Na+].[Na+]. The product is [Cl:26][C:27]1[C:28]([C:7]2[CH:12]=[CH:11][C:10]([F:13])=[C:9]([NH:14][CH2:15][C:16]3([C:22]#[N:23])[CH2:17][CH2:18][O:19][CH2:20][CH2:21]3)[N:8]=2)=[CH:29][C:30]([F:33])=[N:31][CH:32]=1. (4) The reactants are [Br:1][C:2]1[CH:3]=[C:4]([NH:12][CH:13]2[CH2:18][CH2:17][O:16][CH2:15][CH2:14]2)[C:5]([CH3:11])=[C:6]([CH:10]=1)[C:7]([O-:9])=[O:8].[CH:19](=O)[CH2:20][CH3:21].[C:23](O)(=O)C.C(O[BH-](OC(=O)C)OC(=O)C)(=O)C.[Na+]. The catalyst is ClC(Cl)C. The product is [Br:1][C:2]1[CH:3]=[C:4]([N:12]([CH2:19][CH2:20][CH3:21])[CH:13]2[CH2:18][CH2:17][O:16][CH2:15][CH2:14]2)[C:5]([CH3:11])=[C:6]([CH:10]=1)[C:7]([O:9][CH3:23])=[O:8]. The yield is 0.857.